Task: Predict the reactants needed to synthesize the given product.. Dataset: Full USPTO retrosynthesis dataset with 1.9M reactions from patents (1976-2016) (1) Given the product [CH3:1][O:2][C:3]1[CH:4]=[C:5]2[C:9](=[CH:10][CH:11]=1)[N:8]([CH2:12][CH2:13][C:14]1[CH:18]=[CH:17][S:16][CH:15]=1)[CH:7]=[C:6]2[CH:19]1[CH2:24][CH2:23][N:22]([CH2:34][C:30]2[CH:29]=[C:28]([CH:33]=[CH:32][CH:31]=2)[C:27]([OH:36])=[O:26])[CH2:21][CH2:20]1, predict the reactants needed to synthesize it. The reactants are: [CH3:1][O:2][C:3]1[CH:4]=[C:5]2[C:9](=[CH:10][CH:11]=1)[N:8]([CH2:12][CH2:13][C:14]1[CH:18]=[CH:17][S:16][CH:15]=1)[CH:7]=[C:6]2[CH:19]1[CH2:24][CH2:23][NH:22][CH2:21][CH2:20]1.C[O:26][C:27](=[O:36])[C:28]1[CH:33]=[CH:32][CH:31]=[C:30]([CH2:34]Br)[CH:29]=1. (2) The reactants are: [C:1]([O:8][CH2:9][CH3:10])(=[O:7])[C:2]([O:4]CC)=O.[O-]CC.[Na+].[CH3:15][C:16]1[CH:17]=[CH:18][C:19]([C:22](=[O:24])[CH3:23])=[N:20][CH:21]=1. Given the product [CH2:9]([O:8][C:1](=[O:7])[C:2](=[O:4])[CH2:23][C:22]([C:19]1[CH:18]=[CH:17][C:16]([CH3:15])=[CH:21][N:20]=1)=[O:24])[CH3:10], predict the reactants needed to synthesize it.